This data is from Catalyst prediction with 721,799 reactions and 888 catalyst types from USPTO. The task is: Predict which catalyst facilitates the given reaction. (1) Reactant: CC1(C)[O:6][C@H:5]([CH2:7][N:8]2[CH:12]=[CH:11][C:10]([NH:13][C:14](=[O:37])[C@@H:15]([N:20]3[CH2:24][C:23]([O:25][C:26]4[C:35]5[C:30](=[CH:31][CH:32]=[CH:33][CH:34]=5)[CH:29]=[CH:28][CH:27]=4)=[CH:22][C:21]3=[O:36])[CH2:16][CH:17]([CH3:19])[CH3:18])=[N:9]2)[CH2:4][O:3]1.O.C1(C)C=CC(S(O)(=O)=O)=CC=1. Product: [OH:6][C@@H:5]([CH2:4][OH:3])[CH2:7][N:8]1[CH:12]=[CH:11][C:10]([NH:13][C:14](=[O:37])[C@@H:15]([N:20]2[CH2:24][C:23]([O:25][C:26]3[C:35]4[C:30](=[CH:31][CH:32]=[CH:33][CH:34]=4)[CH:29]=[CH:28][CH:27]=3)=[CH:22][C:21]2=[O:36])[CH2:16][CH:17]([CH3:19])[CH3:18])=[N:9]1. The catalyst class is: 125. (2) Reactant: [F:1][C:2]1[CH:3]=[C:4]([C:10](=[O:12])[CH3:11])[CH:5]=[CH:6][C:7]=1[O:8][CH3:9].[Br:13]Br. Product: [Br:13][CH2:11][C:10]([C:4]1[CH:5]=[CH:6][C:7]([O:8][CH3:9])=[C:2]([F:1])[CH:3]=1)=[O:12]. The catalyst class is: 12. (3) Reactant: [C:1](=O)([O-])[O-].[Na+].[Na+].[Br:7][C:8]1[CH:36]=[CH:35][C:11]([CH2:12][O:13][C:14]2[C:15]([CH2:21][CH2:22][NH:23][CH2:24][C:25]3[CH:34]=[CH:33][C:28]([C:29]([O:31][CH3:32])=[O:30])=[CH:27][CH:26]=3)=[N:16][C:17]([CH3:20])=[CH:18][CH:19]=2)=[CH:10][CH:9]=1.Br[CH2:38][CH2:39][CH2:40][CH2:41][C:42]([O:44][CH3:45])=[O:43]. Product: [Br:7][C:8]1[CH:9]=[CH:10][C:11]([CH2:12][O:13][C:14]2[C:15]([CH2:21][CH2:22][N:23]([CH2:24][C:25]3[CH:26]=[CH:27][C:28]([C:29]([O:31][CH3:32])=[O:30])=[CH:33][CH:34]=3)[CH2:38][CH2:39][CH2:40][CH2:41][C:42]([O:44][CH2:45][CH3:1])=[O:43])=[N:16][C:17]([CH3:20])=[CH:18][CH:19]=2)=[CH:35][CH:36]=1. The catalyst class is: 10. (4) Reactant: C1(C)C=CC(S(O)(=O)=O)=CC=1.[CH3:12][C:13]1[C:21]([C:22]2[S:23]C(C3NC=NN=3)=C(C3C=CC=CC=3)[N:26]=2)=[C:16]2[CH:17]=[CH:18][CH:19]=[CH:20][N:15]2[N:14]=1.Cl[CH:39]([C:45]([O:47]CC)=O)[C:40]([O:42][CH2:43][CH3:44])=[O:41]. Product: [OH:47][C:45]1[N:26]=[C:22]([C:21]2[C:13]([CH3:12])=[N:14][N:15]3[CH:20]=[CH:19][CH:18]=[CH:17][C:16]=23)[S:23][C:39]=1[C:40]([O:42][CH2:43][CH3:44])=[O:41]. The catalyst class is: 41. (5) Reactant: [CH3:1][C:2]1([CH3:14])[C:6]([CH3:8])([CH3:7])[O:5][B:4]([C:9]2[CH:10]=[N:11][NH:12][CH:13]=2)[O:3]1.[H-].[Na+].[CH2:17](Br)[C:18]1[CH:23]=[CH:22][CH:21]=[CH:20][CH:19]=1. Product: [CH2:17]([N:12]1[CH:13]=[C:9]([B:4]2[O:5][C:6]([CH3:7])([CH3:8])[C:2]([CH3:14])([CH3:1])[O:3]2)[CH:10]=[N:11]1)[C:18]1[CH:23]=[CH:22][CH:21]=[CH:20][CH:19]=1. The catalyst class is: 1. (6) Reactant: N1CCCCC1.[C@H:7]1([O:15][CH2:16][C:17]2[C:29]3C4C(=CC=CC=4)C(CNC(=O)[O-])[C:21]=3[CH:20]=[CH:19][CH:18]=2)[CH2:14][CH2:13][CH2:12][CH:11]=[CH:10][CH2:9][CH2:8]1.[NH2:35][CH2:36][CH2:37][O:38][CH2:39][CH2:40][O:41][CH2:42][CH2:43][O:44][CH2:45][CH2:46][O:47][CH2:48][CH2:49][O:50][CH2:51][CH2:52][O:53][CH2:54][CH2:55][O:56][CH2:57][CH2:58][O:59][CH2:60][CH2:61][O:62][CH2:63][CH2:64][O:65][CH2:66][CH2:67][O:68][CH2:69][CH2:70][NH:71][C:72](=[O:79])C1C=CC=CC=1. Product: [C@H:7]1([O:15][CH2:16][C:17]2[CH:18]=[CH:19][C:20]([C:72]([NH:71][CH2:70][CH2:69][O:68][CH2:67][CH2:66][O:65][CH2:64][CH2:63][O:62][CH2:61][CH2:60][O:59][CH2:58][CH2:57][O:56][CH2:55][CH2:54][O:53][CH2:52][CH2:51][O:50][CH2:49][CH2:48][O:47][CH2:46][CH2:45][O:44][CH2:43][CH2:42][O:41][CH2:40][CH2:39][O:38][CH2:37][CH2:36][NH2:35])=[O:79])=[CH:21][CH:29]=2)[CH2:14][CH2:13][CH2:12][CH:11]=[CH:10][CH2:9][CH2:8]1. The catalyst class is: 2. (7) Reactant: [N:1]1[C:10]2[C:5](=[CH:6][C:7]([OH:11])=[CH:8][CH:9]=2)[CH:4]=[CH:3][CH:2]=1.N1C=CC=CC=1.[C:18](Cl)(=[O:20])[CH3:19]. Product: [C:18]([O:11][C:7]1[CH:6]=[C:5]2[C:10](=[CH:9][CH:8]=1)[N:1]=[CH:2][CH:3]=[CH:4]2)(=[O:20])[CH3:19]. The catalyst class is: 2.